This data is from Forward reaction prediction with 1.9M reactions from USPTO patents (1976-2016). The task is: Predict the product of the given reaction. Given the reactants C[O:2][P:3]([CH2:7][C:8]([CH3:31])=[CH:9][CH2:10][C:11]1[C:12]([O:24]CC[Si](C)(C)C)=[C:13]2[C:17](=[C:18]([CH3:22])[C:19]=1[CH:20]=[CH2:21])[CH2:16][O:15][C:14]2=[O:23])(=[O:6])[O:4]C.C(O)(C(F)(F)F)=O, predict the reaction product. The product is: [OH:24][C:12]1[C:11]([CH2:10][CH:9]=[C:8]([CH3:31])[CH2:7][P:3](=[O:2])([OH:4])[OH:6])=[C:19]([CH:20]=[CH2:21])[C:18]([CH3:22])=[C:17]2[C:13]=1[C:14](=[O:23])[O:15][CH2:16]2.